From a dataset of Reaction yield outcomes from USPTO patents with 853,638 reactions. Predict the reaction yield, written as a fraction of the theoretical maximum amount of product (1.0 means a 100% yield; for example, 0.34 means a 34% yield). (1) The reactants are B(O)O.O1[CH:8]=[CH:7][CH:6]=[C:5]1B(O)O.C(=O)([O-])[O-].[K+].[K+].CC1(C)C(C)(C)OB([C:26]2[CH:27]=[C:28]([NH:32][S:33]([C:36]3[CH:41]=[CH:40][CH:39]=[CH:38][CH:37]=3)(=[O:35])=[O:34])[CH:29]=[N:30][CH:31]=2)O1.O1[CH2:48][CH2:47][O:46][CH2:45][CH2:44]1. No catalyst specified. The product is [O:46]1[CH:47]=[CH:48][CH:44]=[C:45]1[C:29]1[CH:28]=[N:32][C:5]2[C:31]([N:30]=1)=[CH:26][C:8]([C:26]1[CH:27]=[C:28]([NH:32][S:33]([C:36]3[CH:37]=[CH:38][CH:39]=[CH:40][CH:41]=3)(=[O:34])=[O:35])[CH:29]=[N:30][CH:31]=1)=[CH:7][CH:6]=2. The yield is 0.140. (2) The reactants are Cl.[CH3:2][C@H:3]([NH2:10])[C:4]1[CH:9]=[CH:8][CH:7]=[CH:6][CH:5]=1.[C-:11]#[N:12].[K+].[CH3:14][CH:15]([CH2:18][CH3:19])[CH:16]=O.[CH3:20]O.O. No catalyst specified. The product is [CH2:14]([CH:15]([CH2:18][CH3:19])[C@H:16]([NH:10][C@H:3]([C:4]1[CH:9]=[CH:8][CH:7]=[CH:6][CH:5]=1)[CH3:2])[C:11]#[N:12])[CH3:20]. The yield is 0.740. (3) The reactants are COC1C(OC)=CC(C(O)CCN(C)C(=O)CCCC[C:20]([O:22]C)=[O:21])=C([N+]([O-])=O)C=1.C([N:32]1[CH:36]=[CH:35][N:34]=[CH:33]1)([N:32]1[CH:36]=[CH:35][N:34]=[CH:33]1)=O. The catalyst is C(Cl)Cl. The product is [C:20](=[O:21])([OH:22])[NH2:32].[NH:32]1[CH:36]=[CH:35][N:34]=[CH:33]1. The yield is 0.660. (4) The yield is 0.600. The reactants are [OH:1][CH2:2][C@@H:3]([NH:8][C:9](=[O:15])[O:10][C:11]([CH3:14])([CH3:13])[CH3:12])[CH2:4][CH:5]([CH3:7])[CH3:6].Cl[C:17]1[CH:18]=[CH:19][C:20]2[C:32]3[C:27](=[CH:28][N:29]=[C:30]([NH:33][C:34](=[O:36])[CH3:35])[CH:31]=3)[CH2:26][O:25][C:21]=2[C:22]=1[O:23][CH3:24]. No catalyst specified. The product is [C:34]([NH:33][C:30]1[CH:31]=[C:32]2[C:20]3[CH:19]=[CH:18][C:17]([O:1][CH2:2][C@@H:3]([NH:8][C:9](=[O:15])[O:10][C:11]([CH3:13])([CH3:12])[CH3:14])[CH2:4][CH:5]([CH3:7])[CH3:6])=[C:22]([O:23][CH3:24])[C:21]=3[O:25][CH2:26][C:27]2=[CH:28][N:29]=1)(=[O:36])[CH3:35]. (5) The reactants are [C:1]([O:5][C:6]([N:8]1[CH2:13][CH2:12][CH:11]([N:14]2[C:18]3=[N:19][CH:20]=[N:21][C:22](Cl)=[C:17]3[CH:16]=[N:15]2)[CH2:10][CH2:9]1)=[O:7])([CH3:4])([CH3:3])[CH3:2].[Cl:24][C:25]1[N:30]=[C:29]([CH3:31])[C:28]([OH:32])=[CH:27][CH:26]=1. No catalyst specified. The product is [C:1]([O:5][C:6]([N:8]1[CH2:13][CH2:12][CH:11]([N:14]2[C:18]3=[N:19][CH:20]=[N:21][C:22]([O:32][C:28]4[C:29]([CH3:31])=[N:30][C:25]([Cl:24])=[CH:26][CH:27]=4)=[C:17]3[CH:16]=[N:15]2)[CH2:10][CH2:9]1)=[O:7])([CH3:3])([CH3:4])[CH3:2]. The yield is 0.190. (6) The reactants are [CH2:1]([O:3][C:4]([N:6]1[CH:11]([CH2:12][CH3:13])[CH2:10][CH:9]([NH:14]C(OCC2C=CC=CC=2)=O)[C:8]2[C:25]([CH3:29])=[N:26][N:27]([CH3:28])[C:7]1=2)=[O:5])[CH3:2].C([O-])=O.[NH4+]. The catalyst is [Pd].CO. The product is [CH2:1]([O:3][C:4]([N:6]1[CH:11]([CH2:12][CH3:13])[CH2:10][CH:9]([NH2:14])[C:8]2[C:25]([CH3:29])=[N:26][N:27]([CH3:28])[C:7]1=2)=[O:5])[CH3:2]. The yield is 0.760. (7) The reactants are [Br:1][C:2]1[CH:7]=[C:6](I)[CH:5]=[CH:4][N:3]=1.C([Mg]Cl)(C)C.[Li+].[Cl-].[CH:16]([N:19]1[C:27]2[CH:26]=[CH:25][N:24]=[CH:23][C:22]=2[C:21]([C:28](N(OC)C)=[O:29])=[N:20]1)([CH3:18])[CH3:17]. The catalyst is C1COCC1. The product is [Br:1][C:2]1[CH:7]=[C:6]([C:28]([C:21]2[C:22]3[CH:23]=[N:24][CH:25]=[CH:26][C:27]=3[N:19]([CH:16]([CH3:18])[CH3:17])[N:20]=2)=[O:29])[CH:5]=[CH:4][N:3]=1. The yield is 0.550.